Predict the reaction yield, written as a fraction of the theoretical maximum amount of product (1.0 means a 100% yield; for example, 0.34 means a 34% yield). From a dataset of Reaction yield outcomes from USPTO patents with 853,638 reactions. (1) The reactants are [F:1][CH:2]([F:11])[C:3](=O)[CH2:4][C:5](OCC)=[O:6].C(O)(=O)C.[CH3:16][NH:17][NH2:18]. The catalyst is C(OC)(C)(C)C. The product is [CH3:16][N:17]1[C:5]([OH:6])=[CH:4][C:3]([CH:2]([F:11])[F:1])=[N:18]1. The yield is 0.910. (2) The reactants are [F:1][C:2]1[C:7]([F:8])=[C:6]([F:9])[C:5]([F:10])=[C:4]([F:11])[C:3]=1[OH:12].[C:13]([CH2:15][C:16](O)=[O:17])#[N:14].C1CCC(N=C=NC2CCCCC2)CC1. The catalyst is C(Cl)Cl. The product is [C:13]([CH2:15][C:16]([O:12][C:3]1[C:2]([F:1])=[C:7]([F:8])[C:6]([F:9])=[C:5]([F:10])[C:4]=1[F:11])=[O:17])#[N:14]. The yield is 0.940. (3) The reactants are Cl[C:2]1[C:3]2[N:11]=[C:10]([Cl:12])[CH:9]=[CH:8][C:4]=2[N:5]=[CH:6][N:7]=1.[NH:13]1[CH2:18][CH2:17][O:16][CH2:15][CH2:14]1. The catalyst is ClCCl. The product is [Cl:12][C:10]1[CH:9]=[CH:8][C:4]2[N:5]=[CH:6][N:7]=[C:2]([N:13]3[CH2:18][CH2:17][O:16][CH2:15][CH2:14]3)[C:3]=2[N:11]=1. The yield is 0.920. (4) The reactants are [CH2:1]([C:9]1[CH:24]=[CH:23][C:12]([CH:13]=[N:14][NH:15][C:16]([O:18][C:19]([CH3:22])([CH3:21])[CH3:20])=[O:17])=[CH:11][CH:10]=1)[CH2:2][CH2:3][CH2:4][CH2:5][CH2:6][CH2:7][CH3:8].CC(O)=O. The catalyst is C1COCC1.CCOCC. The product is [CH2:1]([C:9]1[CH:24]=[CH:23][C:12]([CH2:13][NH:14][NH:15][C:16]([O:18][C:19]([CH3:22])([CH3:21])[CH3:20])=[O:17])=[CH:11][CH:10]=1)[CH2:2][CH2:3][CH2:4][CH2:5][CH2:6][CH2:7][CH3:8]. The yield is 0.160. (5) The reactants are C([O-])([O-])=O.[Cs+].[Cs+].Br[C:8]1[CH:9]=[N:10][C:11]([C:14]([N:16]([CH3:18])[CH3:17])=[O:15])=[N:12][CH:13]=1.[OH:19][C:20]1[C:25]2[CH:26]=[C:27]([CH3:29])[O:28][C:24]=2[CH:23]=[C:22]([C:30]([O:32][CH2:33][CH3:34])=[O:31])[CH:21]=1.N1C2C(=CC=C3C=2N=CC=C3)C=CC=1.N#N. The catalyst is CN(C)C=O.C(OCC)(=O)C.[Cu](I)I. The product is [CH3:17][N:16]([CH3:18])[C:14]([C:11]1[N:10]=[CH:9][C:8]([O:19][C:20]2[C:25]3[CH:26]=[C:27]([CH3:29])[O:28][C:24]=3[CH:23]=[C:22]([C:30]([O:32][CH2:33][CH3:34])=[O:31])[CH:21]=2)=[CH:13][N:12]=1)=[O:15]. The yield is 0.540. (6) The reactants are [N:1]1[C:10]2[C:5](=[CH:6][CH:7]=[CH:8][CH:9]=2)[C:4]([C:11]([OH:13])=O)=[CH:3][CH:2]=1.[CH2:14]([O:16][C:17]([C:19]1([NH2:28])[CH2:27][C:26]2[C:21](=[CH:22][CH:23]=[CH:24][CH:25]=2)[CH2:20]1)=[O:18])[CH3:15].CN(C(ON1N=NC2C=CC=NC1=2)=[N+](C)C)C.F[P-](F)(F)(F)(F)F.CCN(C(C)C)C(C)C. The catalyst is CN(C=O)C. The product is [CH2:14]([O:16][C:17]([C:19]1([NH:28][C:11]([C:4]2[C:5]3[C:10](=[CH:9][CH:8]=[CH:7][CH:6]=3)[N:1]=[CH:2][CH:3]=2)=[O:13])[CH2:27][C:26]2[C:21](=[CH:22][CH:23]=[CH:24][CH:25]=2)[CH2:20]1)=[O:18])[CH3:15]. The yield is 0.590.